Predict the reaction yield, written as a fraction of the theoretical maximum amount of product (1.0 means a 100% yield; for example, 0.34 means a 34% yield). From a dataset of Reaction yield outcomes from USPTO patents with 853,638 reactions. (1) The reactants are [OH:1][C:2]1[CH:3]=[C:4]2[C:9](=[CH:10][CH:11]=1)[CH:8]=[C:7]([C:12]#[N:13])[CH:6]=[CH:5]2.[C:14]([C@@H:18]1[CH2:23][CH2:22][C@H:21](O)[CH2:20][CH2:19]1)([CH3:17])([CH3:16])[CH3:15].C1C=CC(P(C2C=CC=CC=2)C2C=CC=CC=2)=CC=1.CC(OC(/N=N/C(OC(C)C)=O)=O)C. The catalyst is O.C1(C)C=CC=CC=1. The product is [C:14]([C@H:18]1[CH2:23][CH2:22][C@H:21]([O:1][C:2]2[CH:3]=[C:4]3[C:9](=[CH:10][CH:11]=2)[CH:8]=[C:7]([C:12]#[N:13])[CH:6]=[CH:5]3)[CH2:20][CH2:19]1)([CH3:17])([CH3:16])[CH3:15]. The yield is 0.860. (2) The reactants are [N+]([C:4]1[S:8][C:7]([C:9]#[N:10])=[CH:6][CH:5]=1)([O-])=O.[C:11]1([OH:17])[CH:16]=[CH:15][CH:14]=[CH:13][CH:12]=1.C(=O)([O-])[O-].[K+].[K+].O. The catalyst is CS(C)=O.C(OCC)(=O)C.CCCCCC. The product is [O:17]([C:4]1[S:8][C:7]([C:9]#[N:10])=[CH:6][CH:5]=1)[C:11]1[CH:16]=[CH:15][CH:14]=[CH:13][CH:12]=1. The yield is 0.721. (3) The reactants are Br[C:2]1[C:3]([NH:9][C@@H:10]([C:12]2[CH:17]=[CH:16][CH:15]=[CH:14][CH:13]=2)[CH3:11])=[N:4][C:5]([Cl:8])=[N:6][CH:7]=1.[C:18]([O:23][CH3:24])(=[O:22])[C:19]#[C:20][CH3:21].[Cl-].[Li+].C(=O)([O-])[O-].[K+].[K+]. The catalyst is CN(C)C=O.C([O-])(=O)C.[Pd+2].C([O-])(=O)C. The product is [Cl:8][C:5]1[N:6]=[CH:7][C:2]2[C:19]([C:18]([O:23][CH3:24])=[O:22])=[C:20]([CH3:21])[N:9]([C@@H:10]([C:12]3[CH:17]=[CH:16][CH:15]=[CH:14][CH:13]=3)[CH3:11])[C:3]=2[N:4]=1. The yield is 0.150. (4) The reactants are [O-:1][S:2]([C:5]([F:8])([F:7])[F:6])(=[O:4])=[O:3].[Br:9][C:10]1[CH:11]=[C:12]2[C:17](=[CH:18][CH:19]=1)[N+:16]([CH2:20][CH3:21])=[C:15]([CH3:22])[CH:14]=[CH:13]2.[CH3:23][C:24]1[N:25]([C:32]2[CH:37]=[CH:36][CH:35]=[CH:34][CH:33]=2)[C:26]([CH3:31])=[CH:27][C:28]=1[CH:29]=O. The catalyst is CO.N1CCCCC1. The yield is 0.170. The product is [O-:4][S:2]([C:5]([F:8])([F:7])[F:6])(=[O:3])=[O:1].[Br:9][C:10]1[CH:11]=[C:12]2[C:17](=[CH:18][CH:19]=1)[N+:16]([CH2:20][CH3:21])=[C:15](/[CH:22]=[CH:29]/[C:28]1[CH:27]=[C:26]([CH3:31])[N:25]([C:32]3[CH:37]=[CH:36][CH:35]=[CH:34][CH:33]=3)[C:24]=1[CH3:23])[CH:14]=[CH:13]2. (5) The catalyst is C(O)CO. The yield is 0.490. The product is [CH2:29]([O:33][C:34]1[CH:40]=[CH:39][C:37]([NH:7][C:2]2[CH:20]=[C:6]([NH:8][C:9]3[CH:14]=[CH:13][C:12]4[O:15][CH2:16][CH2:17][O:18][C:11]=4[CH:10]=3)[C:5]([F:19])=[CH:4][N:3]=2)=[CH:36][CH:35]=1)[CH2:30][CH2:31][CH3:32]. The reactants are Cl[C:2]1[N:7]=[C:6]([NH:8][C:9]2[CH:14]=[CH:13][C:12]3[O:15][CH2:16][CH2:17][O:18][C:11]=3[CH:10]=2)[C:5]([F:19])=[CH:4][N:3]=1.[CH:20](N(CC)C(C)C)(C)C.[CH2:29]([O:33][C:34]1[CH:40]=[CH:39][C:37](N)=[CH:36][CH:35]=1)[CH2:30][CH2:31][CH3:32]. (6) The catalyst is ClCCl. The reactants are C[O:2][C:3]1[CH:8]=[CH:7][C:6]([C:9]([CH3:15])([CH3:14])[C:10]([O:12]C)=[O:11])=[CH:5][CH:4]=1.B(Br)(Br)Br.O. The yield is 0.774. The product is [OH:2][C:3]1[CH:4]=[CH:5][C:6]([C:9]([CH3:15])([CH3:14])[C:10]([OH:12])=[O:11])=[CH:7][CH:8]=1. (7) The reactants are Cl[C:2]1[N:3]=[C:4]([N:14]2[CH2:19][CH2:18][O:17][CH2:16][CH2:15]2)[C:5]2[O:11][CH2:10][C:9]([CH3:13])([CH3:12])[O:8][C:6]=2[N:7]=1.[CH3:20][S:21]([NH:24][C:25]1[CH:26]=[C:27](B(O)O)[CH:28]=[CH:29][CH:30]=1)(=[O:23])=[O:22].C(=O)([O-])[O-].[Na+].[Na+]. The catalyst is C(#N)C.Cl[Pd](Cl)([P](C1C=CC=CC=1)(C1C=CC=CC=1)C1C=CC=CC=1)[P](C1C=CC=CC=1)(C1C=CC=CC=1)C1C=CC=CC=1. The product is [CH3:12][C:9]1([CH3:13])[O:8][C:6]2[N:7]=[C:2]([C:29]3[CH:30]=[C:25]([NH:24][S:21]([CH3:20])(=[O:22])=[O:23])[CH:26]=[CH:27][CH:28]=3)[N:3]=[C:4]([N:14]3[CH2:19][CH2:18][O:17][CH2:16][CH2:15]3)[C:5]=2[O:11][CH2:10]1. The yield is 0.150.